This data is from Full USPTO retrosynthesis dataset with 1.9M reactions from patents (1976-2016). The task is: Predict the reactants needed to synthesize the given product. (1) Given the product [CH2:1]([O:3][C@@H:4]([CH2:10][C:11]1[CH:12]=[CH:13][C:14]([O:17][CH2:18]/[CH:19]=[C:20](/[C:22]2[CH:23]=[CH:24][C:25]([C:28]3[CH:33]=[CH:32][CH:31]=[C:30]([O:34][CH3:35])[CH:29]=3)=[CH:26][CH:27]=2)\[CH3:21])=[CH:15][CH:16]=1)[C:5]([OH:7])=[O:6])[CH3:2], predict the reactants needed to synthesize it. The reactants are: [CH2:1]([O:3][C@@H:4]([CH2:10][C:11]1[CH:16]=[CH:15][C:14]([O:17][CH2:18]/[CH:19]=[C:20](/[C:22]2[CH:27]=[CH:26][C:25]([C:28]3[CH:33]=[CH:32][CH:31]=[C:30]([O:34][CH3:35])[CH:29]=3)=[CH:24][CH:23]=2)\[CH3:21])=[CH:13][CH:12]=1)[C:5]([O:7]CC)=[O:6])[CH3:2].[OH-].[Na+]. (2) The reactants are: [I-].[CH3:2][P+](C1C=CC=CC=1)(C1C=CC=CC=1)C1C=CC=CC=1.CC(C)([O-])C.[K+].[CH2:28]([C:35]1[C:44]2[C:39](=[CH:40][CH:41]=[CH:42][CH:43]=2)[C:38]([N:45]2[CH2:50][CH2:49][N:48]([C:51]3[CH:56]=[N:55][C:54]([C:57](=O)[CH3:58])=[CH:53][N:52]=3)[CH2:47][CH2:46]2)=[N:37][N:36]=1)[C:29]1[CH:34]=[CH:33][CH:32]=[CH:31][CH:30]=1. Given the product [CH2:28]([C:35]1[C:44]2[C:39](=[CH:40][CH:41]=[CH:42][CH:43]=2)[C:38]([N:45]2[CH2:50][CH2:49][N:48]([C:51]3[CH:56]=[N:55][C:54]([C:57]([CH3:58])=[CH2:2])=[CH:53][N:52]=3)[CH2:47][CH2:46]2)=[N:37][N:36]=1)[C:29]1[CH:34]=[CH:33][CH:32]=[CH:31][CH:30]=1, predict the reactants needed to synthesize it. (3) Given the product [CH3:8][C:9]1[CH:14]=[C:13]([CH3:15])[CH:12]=[CH:11][C:10]=1[CH:5]([NH2:6])[CH2:4][CH2:3][CH:2]([CH3:7])[CH3:1], predict the reactants needed to synthesize it. The reactants are: [CH3:1][CH:2]([CH3:7])[CH2:3][CH2:4][C:5]#[N:6].[CH3:8][C:9]1[CH:14]=[C:13]([CH3:15])[CH:12]=[CH:11][C:10]=1[Mg]Br.CO.[BH4-].[Na+]. (4) Given the product [CH2:5]([O:4][C:2]([NH:7][C:8]1[CH:13]=[CH:12][CH:11]=[CH:10][C:9]=1[C:14]1[CH:15]=[CH:16][CH:17]=[CH:18][CH:19]=1)=[O:3])[CH3:6], predict the reactants needed to synthesize it. The reactants are: Cl[C:2]([O:4][CH2:5][CH3:6])=[O:3].[NH2:7][C:8]1[CH:13]=[CH:12][CH:11]=[CH:10][C:9]=1[C:14]1[CH:19]=[CH:18][CH:17]=[CH:16][CH:15]=1.N1C=CC=CC=1.[OH-].[Na+]. (5) Given the product [F:26][C:24]([F:25])([F:27])[C:16]1[CH:15]=[C:14]([CH:12]2[O:13][C:9](=[O:30])[N:10]([CH2:34][C:35]3[CH:40]=[C:39]([C:41]([F:44])([F:43])[F:42])[CH:38]=[CH:37][C:36]=3[C:45]3[CH:46]=[C:47]([C:53]4[CH:58]=[CH:57][C:56]([C:59]([OH:61])=[O:60])=[CH:55][C:54]=4[CH3:63])[CH:48]=[CH:49][C:50]=3[O:51][CH3:52])[C:11]2([CH3:29])[CH3:28])[CH:19]=[C:18]([C:20]([F:21])([F:22])[F:23])[CH:17]=1, predict the reactants needed to synthesize it. The reactants are: C(O[C:9](=[O:30])[NH:10][C:11]([CH3:29])([CH3:28])[CH:12]([C:14]1[CH:19]=[C:18]([C:20]([F:23])([F:22])[F:21])[CH:17]=[C:16]([C:24]([F:27])([F:26])[F:25])[CH:15]=1)[OH:13])C1C=CC=CC=1.[H-].[Na+].Br[CH2:34][C:35]1[CH:40]=[C:39]([C:41]([F:44])([F:43])[F:42])[CH:38]=[CH:37][C:36]=1[C:45]1[CH:46]=[C:47]([C:53]2[CH:58]=[CH:57][C:56]([C:59]([O:61]C)=[O:60])=[CH:55][C:54]=2[CH3:63])[CH:48]=[CH:49][C:50]=1[O:51][CH3:52]. (6) The reactants are: C(OC([NH:8][C@H:9]([C:20]([NH:22][C@@H:23]([C:25]([NH:27][CH2:28][C@@H:29]([NH:37]C(OC(C)(C)C)=O)[CH2:30][C:31]1[CH:36]=[CH:35][CH:34]=[CH:33][CH:32]=1)=[O:26])[CH3:24])=[O:21])[CH2:10][C:11]1[C:16]([CH3:17])=[CH:15][C:14]([OH:18])=[CH:13][C:12]=1[CH3:19])=O)(C)(C)C.C(O)(C(F)(F)F)=O. Given the product [CH3:19][C:12]1[CH:13]=[C:14]([OH:18])[CH:15]=[C:16]([CH3:17])[C:11]=1[CH2:10][C@@H:9]([C:20]([NH:22][C@@H:23]([C:25]([NH:27][CH2:28][C@@H:29]([NH2:37])[CH2:30][C:31]1[CH:36]=[CH:35][CH:34]=[CH:33][CH:32]=1)=[O:26])[CH3:24])=[O:21])[NH2:8], predict the reactants needed to synthesize it. (7) The reactants are: F[C:2]1[CH:10]=[CH:9][C:8]([C:11]#[N:12])=[C:7]2[C:3]=1[CH:4]=[CH:5][N:6]2[S:13]([C:16]1[CH:22]=[CH:21][C:19]([CH3:20])=[CH:18][CH:17]=1)(=[O:15])=[O:14].[NH3:23]. Given the product [NH2:23][C:2]1[CH:10]=[CH:9][C:8]([C:11]#[N:12])=[C:7]2[C:3]=1[CH:4]=[CH:5][N:6]2[S:13]([C:16]1[CH:22]=[CH:21][C:19]([CH3:20])=[CH:18][CH:17]=1)(=[O:15])=[O:14], predict the reactants needed to synthesize it. (8) Given the product [ClH:22].[NH:2]1[C:6]2[CH:7]=[CH:8][CH:9]=[CH:10][C:5]=2[N:4]=[C:3]1[C@H:11]([NH:21][C:32]([NH:31][CH2:30][CH2:29][C:25]1[CH:26]=[CH:27][CH:28]=[C:23]([Cl:22])[CH:24]=1)=[O:33])[CH2:12][C:13]1[CH:18]=[CH:17][C:16]([O:19][CH3:20])=[CH:15][CH:14]=1, predict the reactants needed to synthesize it. The reactants are: Cl.[NH:2]1[C:6]2[CH:7]=[CH:8][CH:9]=[CH:10][C:5]=2[N:4]=[C:3]1[C@H:11]([NH2:21])[CH2:12][C:13]1[CH:18]=[CH:17][C:16]([O:19][CH3:20])=[CH:15][CH:14]=1.[Cl:22][C:23]1[CH:24]=[C:25]([CH2:29][CH2:30][NH2:31])[CH:26]=[CH:27][CH:28]=1.[C:32](O)(C(F)(F)F)=[O:33].